From a dataset of Forward reaction prediction with 1.9M reactions from USPTO patents (1976-2016). Predict the product of the given reaction. (1) Given the reactants Cl.[CH:2]([CH:15]1[C:20](=[O:21])[CH2:19][CH2:18][NH:17][CH2:16]1)([C:9]1[CH:14]=[CH:13][CH:12]=[CH:11][CH:10]=1)[C:3]1[CH:8]=[CH:7][CH:6]=[CH:5][CH:4]=1.[CH3:22][O:23][C:24]1[CH:31]=[CH:30][CH:29]=[CH:28][C:25]=1[CH2:26]O.C(N(C(C)C)CC)(C)C, predict the reaction product. The product is: [CH:2]([CH:15]1[C:20](=[O:21])[CH2:19][CH2:18][N:17]([CH2:26][C:25]2[CH:28]=[CH:29][CH:30]=[CH:31][C:24]=2[O:23][CH3:22])[CH2:16]1)([C:9]1[CH:14]=[CH:13][CH:12]=[CH:11][CH:10]=1)[C:3]1[CH:4]=[CH:5][CH:6]=[CH:7][CH:8]=1. (2) Given the reactants N[C:2]1[C:7]([OH:8])=[CH:6][CH:5]=[C:4]([CH3:9])[N:3]=1.C=O.[C:12]([BH3-])#[N:13].[Na+].[C:16](O)(=O)C, predict the reaction product. The product is: [CH3:16][N:13]([CH3:12])[C:2]1[C:7]([OH:8])=[CH:6][CH:5]=[C:4]([CH3:9])[N:3]=1. (3) Given the reactants [Cl:1][C:2]1[CH:7]=[CH:6][CH:5]=[CH:4][C:3]=1[C:8]1[O:9][C:10]2[C:15]([C:16](=[O:18])[CH:17]=1)=[C:14]([O:19]C)[CH:13]=[C:12]([O:21]C)[C:11]=2[C@@H:23]1[CH2:27][CH2:26][N:25]([CH3:28])[C@H:24]1[CH2:29][N:30]1[CH:34]=[CH:33][N:32]=[CH:31]1.Cl.N1C=CC=CC=1, predict the reaction product. The product is: [Cl:1][C:2]1[CH:7]=[CH:6][CH:5]=[CH:4][C:3]=1[C:8]1[O:9][C:10]2[C:15]([C:16](=[O:18])[CH:17]=1)=[C:14]([OH:19])[CH:13]=[C:12]([OH:21])[C:11]=2[C@@H:23]1[CH2:27][CH2:26][N:25]([CH3:28])[C@H:24]1[CH2:29][N:30]1[CH:34]=[CH:33][N:32]=[CH:31]1. (4) Given the reactants [F:1][C:2]1[N:7]=[CH:6][C:5]([CH2:8][CH2:9][CH2:10][CH2:11][CH2:12][CH2:13][CH:14]([OH:19])[C:15]([O:17]C)=[O:16])=[CH:4][CH:3]=1.O1CCCC1.[OH-].[Li+], predict the reaction product. The product is: [F:1][C:2]1[N:7]=[CH:6][C:5]([CH2:8][CH2:9][CH2:10][CH2:11][CH2:12][CH2:13][CH:14]([OH:19])[C:15]([OH:17])=[O:16])=[CH:4][CH:3]=1. (5) Given the reactants O[C:2]1[C:3]([CH2:8][N:9]2[CH:13]=[CH:12][C:11]([NH:14][C:15](=[O:17])[CH3:16])=[N:10]2)=[N:4][CH:5]=[CH:6][CH:7]=1.Cl.Cl[CH2:20][C:21]1[CH:30]=[CH:29]C2C(=CC=CC=2)N=1, predict the reaction product. The product is: [N:4]1[C:5]2[C:6](=[CH:20][CH:21]=[CH:30][CH:29]=2)[CH:7]=[CH:2][C:3]=1[CH2:8][N:9]1[CH:13]=[CH:12][C:11]([NH:14][C:15](=[O:17])[CH3:16])=[N:10]1.